From a dataset of Reaction yield outcomes from USPTO patents with 853,638 reactions. Predict the reaction yield, written as a fraction of the theoretical maximum amount of product (1.0 means a 100% yield; for example, 0.34 means a 34% yield). (1) The reactants are [CH3:1][N:2]([CH3:6])[CH2:3][C:4]#[CH:5].BrC1[CH:13]=[C:12]([F:14])[CH:11]=[CH:10]C=1[N+]([O-])=O.C([N:20]([CH2:23][CH3:24])CC)C.CN(C=[O:29])C.[OH2:30]. The catalyst is Cl[Pd](Cl)([P](C1C=CC=CC=1)(C1C=CC=CC=1)C1C=CC=CC=1)[P](C1C=CC=CC=1)(C1C=CC=CC=1)C1C=CC=CC=1.[Cu]I. The product is [F:14][C:12]1[CH:11]=[CH:10][C:24]([C:5]#[C:4][CH2:3][N:2]([CH3:6])[CH3:1])=[C:23]([N+:20]([O-:29])=[O:30])[CH:13]=1. The yield is 0.680. (2) The product is [CH3:1][O:2][C:3]1[CH:4]=[C:5]([C:9]2([C:10]#[N:11])[CH2:19][CH2:18][O:17][CH2:16][CH2:15]2)[CH:6]=[CH:7][CH:8]=1. The catalyst is CN(C=O)C. The reactants are [CH3:1][O:2][C:3]1[CH:4]=[C:5]([CH2:9][C:10]#[N:11])[CH:6]=[CH:7][CH:8]=1.[H-].[Na+].Cl[CH2:15][CH2:16][O:17][CH2:18][CH2:19]Cl. The yield is 0.280. (3) The reactants are [CH2:1]([O:3][C:4]([C:6]1[CH:7]=[N:8][C:9]2[C:14]([C:15]=1Cl)=[CH:13][C:12]([F:17])=[CH:11][C:10]=2[O:18][CH3:19])=[O:5])[CH3:2].[CH:20]1([NH2:25])[CH2:24][CH2:23][CH2:22][CH2:21]1. No catalyst specified. The product is [CH2:1]([O:3][C:4]([C:6]1[CH:7]=[N:8][C:9]2[C:14]([C:15]=1[NH:25][CH:20]1[CH2:24][CH2:23][CH2:22][CH2:21]1)=[CH:13][C:12]([F:17])=[CH:11][C:10]=2[O:18][CH3:19])=[O:5])[CH3:2]. The yield is 1.00. (4) The reactants are [NH2:1][C:2]1[CH:10]=[CH:9][C:8]([Br:11])=[CH:7][C:3]=1C(O)=O.[CH3:12][Mg]Br.CC[O:17][CH2:18][CH3:19].Cl.[OH-].[Na+]. The catalyst is C1COCC1.C(OCC)(=O)C. The product is [NH2:1][C:2]1[CH:10]=[CH:9][C:8]([Br:11])=[CH:7][C:3]=1[C:18]([OH:17])([CH3:19])[CH3:12]. The yield is 0.570.